Dataset: Reaction yield outcomes from USPTO patents with 853,638 reactions. Task: Predict the reaction yield, written as a fraction of the theoretical maximum amount of product (1.0 means a 100% yield; for example, 0.34 means a 34% yield). (1) The reactants are [NH2:1][C:2]1[CH:7]=[CH:6][C:5]([N:8]2[CH2:13][CH2:12][S:11](=[O:15])(=[O:14])[CH2:10][CH2:9]2)=[C:4]([F:16])[CH:3]=1.C[Al](C)C.N#N.[NH:23](/[C:27](/[CH3:33])=[CH:28]\[C:29](OC)=[O:30])[C:24]([CH3:26])=O. The catalyst is C(Cl)Cl. The product is [O:15]=[S:11]1(=[O:14])[CH2:12][CH2:13][N:8]([C:5]2[CH:6]=[CH:7][C:2]([N:1]3[C:29](=[O:30])[CH:28]=[C:27]([CH3:33])[N:23]=[C:24]3[CH3:26])=[CH:3][C:4]=2[F:16])[CH2:9][CH2:10]1. The yield is 0.470. (2) The reactants are [CH3:1][O:2][C:3]1[C:4]([SH:12])=[C:5]([CH:9]=[CH:10][CH:11]=1)[C:6]([OH:8])=O.[C:13]([C:15]1[CH:20]=[CH:19][CH:18]=[CH:17][N:16]=1)#[N:14]. The catalyst is N1C=CC=CC=1. The product is [CH3:1][O:2][C:3]1[C:4]2[S:12][C:13]([C:15]3[CH:20]=[CH:19][CH:18]=[CH:17][N:16]=3)=[N:14][C:6](=[O:8])[C:5]=2[CH:9]=[CH:10][CH:11]=1. The yield is 0.280. (3) The reactants are [CH3:1][O:2][C:3]1[CH:4]=[C:5]2[C:10](=[CH:11][C:12]=1[O:13][CH3:14])[N:9]=[CH:8][CH:7]=[C:6]2[O:15][C:16]1[CH:21]=[CH:20][C:19]([NH:22][C:23](=O)[CH2:24][O:25][C:26]2[CH:31]=[C:30]([CH3:32])[CH:29]=[C:28]([CH3:33])[CH:27]=2)=[CH:18][CH:17]=1.Cl.[OH-].[Na+]. The catalyst is O1CCCC1. The product is [CH3:1][O:2][C:3]1[CH:4]=[C:5]2[C:10](=[CH:11][C:12]=1[O:13][CH3:14])[N:9]=[CH:8][CH:7]=[C:6]2[O:15][C:16]1[CH:21]=[CH:20][C:19]([NH:22][CH2:23][CH2:24][O:25][C:26]2[CH:31]=[C:30]([CH3:32])[CH:29]=[C:28]([CH3:33])[CH:27]=2)=[CH:18][CH:17]=1. The yield is 0.800. (4) The reactants are [Br:1][C:2]1[CH:7]=[C:6]([F:8])[CH:5]=[CH:4][C:3]=1[OH:9].BrC[CH2:12][CH2:13][O:14][CH3:15].[C:16](#N)C. No catalyst specified. The product is [Br:1][C:2]1[CH:7]=[C:6]([F:8])[CH:5]=[CH:4][C:3]=1[O:9][CH2:12][CH:13]([O:14][CH3:15])[CH3:16]. The yield is 0.880. (5) The reactants are [Si]([C:5]#[N:6])(C)(C)C.[Si:7]([O:14][C:15]1[CH:20]=[CH:19][CH:18]=[CH:17][C:16]=1[CH2:21][CH:22]=[O:23])([C:10]([CH3:13])([CH3:12])[CH3:11])([CH3:9])[CH3:8].[H-].[H-].[H-].[H-].[Li+].[Al+3].C1COCC1.[OH-].[Na+]. The catalyst is CCOCC.[Zn+2].[I-].[I-].O. The product is [NH2:6][CH2:5][CH:22]([OH:23])[CH2:21][C:16]1[CH:17]=[CH:18][CH:19]=[CH:20][C:15]=1[O:14][Si:7]([C:10]([CH3:13])([CH3:12])[CH3:11])([CH3:9])[CH3:8]. The yield is 0.576.